From a dataset of Forward reaction prediction with 1.9M reactions from USPTO patents (1976-2016). Predict the product of the given reaction. (1) Given the reactants [F:1][C:2]1([CH2:15][OH:16])[CH2:7][CH2:6][N:5]([C:8]([O:10][C:11]([CH3:14])([CH3:13])[CH3:12])=[O:9])[CH2:4][CH2:3]1.C(N(CC)CC)C.[CH3:24][S:25](Cl)(=[O:27])=[O:26].C([O-])(O)=O.[Na+], predict the reaction product. The product is: [F:1][C:2]1([CH2:15][O:16][S:25]([CH3:24])(=[O:27])=[O:26])[CH2:3][CH2:4][N:5]([C:8]([O:10][C:11]([CH3:12])([CH3:13])[CH3:14])=[O:9])[CH2:6][CH2:7]1. (2) Given the reactants [Br:1][C:2]1[C:3]([OH:10])=[C:4]([CH:7]=[CH:8][CH:9]=1)[CH:5]=O.Br[CH2:12][C:13]([C:15]1[CH:20]=[CH:19][C:18]([O:21][CH3:22])=[C:17]([O:23][CH3:24])[CH:16]=1)=[O:14], predict the reaction product. The product is: [Br:1][C:2]1[C:3]2[O:10][C:12]([C:13]([C:15]3[CH:20]=[CH:19][C:18]([O:21][CH3:22])=[C:17]([O:23][CH3:24])[CH:16]=3)=[O:14])=[CH:5][C:4]=2[CH:7]=[CH:8][CH:9]=1. (3) Given the reactants [O:1]=[S:2]1(=[O:37])[C:8]2[CH:9]=[CH:10][CH:11]=[CH:12][C:7]=2[CH2:6][N:5]([C:13]2[CH:22]=[C:21]([O:23][CH:24]3[CH2:28][CH2:27][N:26](C(OC(C)(C)C)=O)[CH2:25]3)[C:20]3[C:15](=[CH:16][CH:17]=[C:18]([CH3:36])[CH:19]=3)[N:14]=2)[CH2:4][CH2:3]1.Cl, predict the reaction product. The product is: [CH3:36][C:18]1[CH:19]=[C:20]2[C:15](=[CH:16][CH:17]=1)[N:14]=[C:13]([N:5]1[CH2:6][C:7]3[CH:12]=[CH:11][CH:10]=[CH:9][C:8]=3[S:2](=[O:1])(=[O:37])[CH2:3][CH2:4]1)[CH:22]=[C:21]2[O:23][CH:24]1[CH2:28][CH2:27][NH:26][CH2:25]1. (4) Given the reactants C([Si]([O:8][CH2:9][CH2:10][O:11][C@@H:12]1[CH2:28][C@H:27]2[C@@:15]([CH3:38])([C@@H:16]3[C@@H:24]([CH2:25][CH2:26]2)[C@H:23]2[C@@:19]([CH3:37])([C@@H:20]([C@H:29]([CH3:36])[CH2:30][CH2:31][CH2:32][CH:33]([CH3:35])[CH3:34])[CH2:21][CH2:22]2)[CH2:18][CH2:17]3)[CH2:14][CH2:13]1)(C)C)(C)(C)C.[F-].C([N+](CCCC)(CCCC)CCCC)CCC, predict the reaction product. The product is: [CH3:36][C@@H:29]([C@@H:20]1[C@:19]2([CH3:37])[C@H:23]([C@H:24]3[C@H:16]([CH2:17][CH2:18]2)[C@:15]2([CH3:38])[C@H:27]([CH2:28][C@@H:12]([O:11][CH2:10][CH2:9][OH:8])[CH2:13][CH2:14]2)[CH2:26][CH2:25]3)[CH2:22][CH2:21]1)[CH2:30][CH2:31][CH2:32][CH:33]([CH3:34])[CH3:35]. (5) Given the reactants CCN(C(C)C)C(C)C.[NH2:10][C:11]1[N:16]2[N:17]=[CH:18][C:19]([C:20]3[CH:21]=[N:22][C:23]([C:26]4[CH:31]=[CH:30][CH:29]=[CH:28][CH:27]=4)=[CH:24][CH:25]=3)=[C:15]2[N:14]=[C:13]([CH:32]2[CH2:37][CH2:36][NH:35][CH2:34][CH2:33]2)[C:12]=1[C:38](=[O:40])[CH3:39].[N:41]1([S:47](Cl)(=[O:49])=[O:48])[CH2:46][CH2:45][O:44][CH2:43][CH2:42]1, predict the reaction product. The product is: [NH2:10][C:11]1[N:16]2[N:17]=[CH:18][C:19]([C:20]3[CH:21]=[N:22][C:23]([C:26]4[CH:27]=[CH:28][CH:29]=[CH:30][CH:31]=4)=[CH:24][CH:25]=3)=[C:15]2[N:14]=[C:13]([CH:32]2[CH2:33][CH2:34][N:35]([S:47]([N:41]3[CH2:46][CH2:45][O:44][CH2:43][CH2:42]3)(=[O:49])=[O:48])[CH2:36][CH2:37]2)[C:12]=1[C:38](=[O:40])[CH3:39]. (6) Given the reactants C(OC(=O)[NH:7][C@H:8]1[CH2:13][CH2:12][CH2:11][CH2:10][C@@H:9]1[N:14]1[C:23](=[O:24])[C:22]2[C:17](=[C:18]3[CH:36]=[CH:35][CH:34]=[CH:33][C:19]3=[C:20]([CH2:25][C:26]3[CH:27]=[N:28][C:29]([Cl:32])=[CH:30][CH:31]=3)[CH:21]=2)[N:16]=[CH:15]1)(C)(C)C.Cl, predict the reaction product. The product is: [NH2:7][C@H:8]1[CH2:13][CH2:12][CH2:11][CH2:10][C@@H:9]1[N:14]1[C:23](=[O:24])[C:22]2[C:17](=[C:18]3[CH:36]=[CH:35][CH:34]=[CH:33][C:19]3=[C:20]([CH2:25][C:26]3[CH:27]=[N:28][C:29]([Cl:32])=[CH:30][CH:31]=3)[CH:21]=2)[N:16]=[CH:15]1.